From a dataset of Full USPTO retrosynthesis dataset with 1.9M reactions from patents (1976-2016). Predict the reactants needed to synthesize the given product. (1) Given the product [C:28]([C:23]([C:24]([OH:26])=[O:25])([OH:27])[C:22]([C:14](=[O:21])[C:15]1[CH:20]=[CH:19][CH:18]=[CH:17][CH:16]=1)([OH:36])[C:37]([OH:39])=[O:38])(=[O:35])[C:29]1[CH:34]=[CH:33][CH:32]=[CH:31][CH:30]=1.[C:1]1([C@@H:7]([C@H:9]([C:11]([NH2:13])=[O:12])[OH:10])[NH2:8])[CH:2]=[CH:3][CH:4]=[CH:5][CH:6]=1, predict the reactants needed to synthesize it. The reactants are: [C:1]1([CH:7]([CH:9]([C:11]([NH2:13])=[O:12])[OH:10])[NH2:8])[CH:6]=[CH:5][CH:4]=[CH:3][CH:2]=1.[C:14]([C:22]([C:37]([OH:39])=[O:38])([OH:36])[C:23]([C:28](=[O:35])[C:29]1[CH:34]=[CH:33][CH:32]=[CH:31][CH:30]=1)([OH:27])[C:24]([OH:26])=[O:25])(=[O:21])[C:15]1[CH:20]=[CH:19][CH:18]=[CH:17][CH:16]=1. (2) The reactants are: B(Br)(Br)Br.C[O:6][C:7]1[CH:12]=[CH:11][CH:10]=[CH:9][C:8]=1[C:13]1[N:14]([CH2:31][CH2:32][C:33]2[CH:38]=[CH:37][CH:36]=[CH:35][CH:34]=2)[C:15](=[O:30])[C:16]2[N:22](C(OC(C)(C)C)=O)[CH2:21][CH2:20][CH2:19][C:17]=2[N:18]=1.C([O-])([O-])=O.[Na+].[Na+]. Given the product [OH:6][C:7]1[CH:12]=[CH:11][CH:10]=[CH:9][C:8]=1[C:13]1[N:14]([CH2:31][CH2:32][C:33]2[CH:34]=[CH:35][CH:36]=[CH:37][CH:38]=2)[C:15](=[O:30])[C:16]2[NH:22][CH2:21][CH2:20][CH2:19][C:17]=2[N:18]=1, predict the reactants needed to synthesize it. (3) Given the product [O:35]1[CH:36]=[N:37][N:38]=[C:34]1[C:31]1[CH:30]=[CH:29][C:28]([O:27][C:24]2[N:23]=[CH:22][C:21]([N:16]3[C:15]4([C:39](=[O:41])[NH:3][C:2](=[O:9])[NH:1][C:13]4=[O:14])[CH2:19][CH2:18][C:17]3=[O:20])=[CH:26][CH:25]=2)=[CH:33][CH:32]=1, predict the reactants needed to synthesize it. The reactants are: [N:1]1[C:2](=[O:9])[NH:3]C(=O)C(=O)C=1.C(O[C:13]([C:15]1([C:39]([O:41]CC)=O)[CH2:19][CH2:18][C:17](=[O:20])[N:16]1[C:21]1[CH:22]=[N:23][C:24]([O:27][C:28]2[CH:33]=[CH:32][C:31]([C:34]3[O:35][CH:36]=[N:37][N:38]=3)=[CH:30][CH:29]=2)=[CH:25][CH:26]=1)=[O:14])C.NC(N)=O. (4) Given the product [OH:2][NH:1][C:3](=[NH:4])[C:5]1[CH:6]=[C:7]([CH:11]=[CH:12][CH:13]=1)[C:8]([OH:10])=[O:9], predict the reactants needed to synthesize it. The reactants are: [NH2:1][OH:2].[C:3]([C:5]1[CH:6]=[C:7]([CH:11]=[CH:12][CH:13]=1)[C:8]([OH:10])=[O:9])#[N:4]. (5) Given the product [C:33]([C:32]1[CH:35]=[CH:36][C:37]([N:3]2[CH:4]=[CH:5][C:6]([O:8][CH:9]3[CH2:14][CH2:13][N:12]([C:15]([O:17][C:18]([CH3:21])([CH3:20])[CH3:19])=[O:16])[CH2:11][CH2:10]3)=[CH:7][C:2]2=[O:1])=[C:30]([F:29])[CH:31]=1)#[N:34], predict the reactants needed to synthesize it. The reactants are: [O:1]=[C:2]1[CH:7]=[C:6]([O:8][CH:9]2[CH2:14][CH2:13][N:12]([C:15]([O:17][C:18]([CH3:21])([CH3:20])[CH3:19])=[O:16])[CH2:11][CH2:10]2)[CH:5]=[CH:4][NH:3]1.CN(C=O)C.[H-].[Na+].[F:29][C:30]1[CH:31]=[C:32]([CH:35]=[CH:36][C:37]=1F)[C:33]#[N:34]. (6) Given the product [CH3:33][NH:34][C:2]1[CH:7]=[CH:6][C:5]([CH2:8][N:9]2[C:13]([CH3:14])=[CH:12][C:11]([C:15]3[O:19][N:18]=[C:17]([C:20]4[CH:25]=[CH:24][C:23]([C:26]5([C:29]([F:32])([F:30])[F:31])[CH2:28][CH2:27]5)=[CH:22][CH:21]=4)[N:16]=3)=[N:10]2)=[CH:4][N:3]=1, predict the reactants needed to synthesize it. The reactants are: Cl[C:2]1[CH:7]=[CH:6][C:5]([CH2:8][N:9]2[C:13]([CH3:14])=[CH:12][C:11]([C:15]3[O:19][N:18]=[C:17]([C:20]4[CH:25]=[CH:24][C:23]([C:26]5([C:29]([F:32])([F:31])[F:30])[CH2:28][CH2:27]5)=[CH:22][CH:21]=4)[N:16]=3)=[N:10]2)=[CH:4][N:3]=1.[CH3:33][NH2:34]. (7) Given the product [C:2]1([C:8]2[C:12]([OH:13])=[N:14][CH:15]=[N:11][C:9]=2[OH:10])[CH:3]=[CH:4][CH:5]=[CH:6][CH:7]=1, predict the reactants needed to synthesize it. The reactants are: [Na].[C:2]1([CH:8]([C:12]([NH2:14])=[O:13])[C:9]([NH2:11])=[O:10])[CH:7]=[CH:6][CH:5]=[CH:4][CH:3]=1.[CH:15](OCC)=O.O. (8) Given the product [CH3:9][O:10][C:11](=[O:38])[C:12]1[CH:17]=[CH:16][CH:15]=[C:14]([CH2:18][N:19]2[C:30]3[C:35](=[CH:34][C:33]([F:36])=[CH:32][C:31]=3[Cl:37])/[C:21](=[C:22](\[C:5]3[CH:6]=[CH:7][C:2]([Cl:1])=[CH:3][CH:4]=3)/[C:23]3[CH:28]=[CH:27][CH:26]=[CH:25][CH:24]=3)/[C:20]2=[O:29])[CH:13]=1, predict the reactants needed to synthesize it. The reactants are: [Cl:1][C:2]1[CH:7]=[CH:6][C:5](I)=[CH:4][CH:3]=1.[CH3:9][O:10][C:11](=[O:38])[C:12]1[CH:17]=[CH:16][CH:15]=[C:14]([CH2:18][N:19]([C:30]2[CH:35]=[CH:34][C:33]([F:36])=[CH:32][C:31]=2[Cl:37])[C:20](=[O:29])[C:21]#[C:22][C:23]2[CH:28]=[CH:27][CH:26]=[CH:25][CH:24]=2)[CH:13]=1.